Dataset: Reaction yield outcomes from USPTO patents with 853,638 reactions. Task: Predict the reaction yield, written as a fraction of the theoretical maximum amount of product (1.0 means a 100% yield; for example, 0.34 means a 34% yield). The reactants are [CH3:1][O:2][C:3]1[CH:8]=[CH:7][CH:6]=[CH:5][C:4]=1[S:9]([N:12]([CH3:25])[C:13]1[CH:14]=[CH:15][CH:16]=[C:17]2[C:21]=1[NH:20][C:19]([C:22]([NH2:24])=O)=[CH:18]2)(=[O:11])=[O:10].COC1C=CC(P2(SP(C3C=CC(OC)=CC=3)(=S)S2)=[S:35])=CC=1. The catalyst is O1CCCC1. The product is [CH3:1][O:2][C:3]1[CH:8]=[CH:7][CH:6]=[CH:5][C:4]=1[S:9]([N:12]([CH3:25])[C:13]1[CH:14]=[CH:15][CH:16]=[C:17]2[C:21]=1[NH:20][C:19]([C:22](=[S:35])[NH2:24])=[CH:18]2)(=[O:11])=[O:10]. The yield is 0.780.